From a dataset of Forward reaction prediction with 1.9M reactions from USPTO patents (1976-2016). Predict the product of the given reaction. (1) The product is: [C:1]([O:5][C:6]([N:8]1[CH2:9][C@@H:10]([C:14]#[N:15])[C@H:11]([O:13][C:16](=[O:20])[CH3:17])[CH2:12]1)=[O:7])([CH3:4])([CH3:2])[CH3:3]. Given the reactants [C:1]([O:5][C:6]([N:8]1[CH2:12][CH:11]([OH:13])[CH:10]([C:14]#[N:15])[CH2:9]1)=[O:7])([CH3:4])([CH3:3])[CH3:2].[C:16]([O:20]C)(C)(C)[CH3:17], predict the reaction product. (2) Given the reactants [CH3:1][C:2]1[N:3]=[CH:4][CH:5]=[C:6]2[C:11]=1[C:10](=[O:12])[N:9]([CH3:13])[C:8]1[CH:14]=[C:15]([O:18][CH2:19][C@@H:20]([NH:25][C:26](=O)[O:27]C(C)(C)C)[CH2:21][CH:22]([CH3:24])[CH3:23])[CH:16]=[CH:17][C:7]2=1.I(O)(=O)(=O)=O.OS(O)(=O)=O.II.[CH3:45][C:46]([OH:48])=O, predict the reaction product. The product is: [CH3:1][C:2]1[N:3]=[CH:4][CH:5]=[C:6]2[C:11]=1[C:10](=[O:12])[N:9]([CH3:13])[C:8]1[CH:14]=[C:15]([O:18][CH2:19][C@@H:20]([N:25]3[C:46](=[O:48])[C:45]4[C:4](=[CH:5][CH:6]=[CH:7][CH:8]=4)[C:26]3=[O:27])[CH2:21][CH:22]([CH3:24])[CH3:23])[CH:16]=[CH:17][C:7]2=1. (3) Given the reactants [C:1]([O:5][C:6]([N:8]1[CH2:13][CH2:12][CH:11]([N:14]2[C:18]3=[N:19][CH:20]=[N:21][C:22](Cl)=[C:17]3[CH:16]=[N:15]2)[CH2:10][CH2:9]1)=[O:7])([CH3:4])([CH3:3])[CH3:2].[Cl:24][C:25]1[CH:26]=[C:27]([C:32]([F:35])([F:34])[F:33])[CH:28]=[CH:29][C:30]=1[OH:31], predict the reaction product. The product is: [C:1]([O:5][C:6]([N:8]1[CH2:13][CH2:12][CH:11]([N:14]2[C:18]3=[N:19][CH:20]=[N:21][C:22]([O:31][C:30]4[CH:29]=[CH:28][C:27]([C:32]([F:33])([F:34])[F:35])=[CH:26][C:25]=4[Cl:24])=[C:17]3[CH:16]=[N:15]2)[CH2:10][CH2:9]1)=[O:7])([CH3:3])([CH3:4])[CH3:2]. (4) Given the reactants [NH2:1][C:2]1[C:7]([OH:8])=[CH:6][CH:5]=[C:4](C)[CH:3]=1.[CH2:10](N(CC)CC)C.[Cl:17][C:18]1[CH:26]=[CH:25][C:24]([N+:27]([O-:29])=[O:28])=[CH:23][C:19]=1[C:20](Cl)=[O:21], predict the reaction product. The product is: [OH:8][C:7]1[CH:6]=[C:5]([CH3:10])[CH:4]=[CH:3][C:2]=1[NH:1][C:20](=[O:21])[C:19]1[CH:23]=[C:24]([N+:27]([O-:29])=[O:28])[CH:25]=[CH:26][C:18]=1[Cl:17].